Dataset: Full USPTO retrosynthesis dataset with 1.9M reactions from patents (1976-2016). Task: Predict the reactants needed to synthesize the given product. Given the product [CH2:1]([N:8]1[C:12]2=[C:13]([N:20]3[CH2:29][CH2:28][C:27]4[C:22](=[CH:23][CH:24]=[CH:25][CH:26]=4)[CH2:21]3)[N:14]=[C:15]([CH2:17][OH:18])[CH:16]=[C:11]2[C:10]([CH3:30])=[C:9]1[CH3:31])[C:2]1[CH:3]=[CH:4][CH:5]=[CH:6][CH:7]=1, predict the reactants needed to synthesize it. The reactants are: [CH2:1]([N:8]1[C:12]2=[C:13]([N:20]3[CH2:29][CH2:28][C:27]4[C:22](=[CH:23][CH:24]=[CH:25][CH:26]=4)[CH2:21]3)[N:14]=[C:15]([C:17](O)=[O:18])[CH:16]=[C:11]2[C:10]([CH3:30])=[C:9]1[CH3:31])[C:2]1[CH:7]=[CH:6][CH:5]=[CH:4][CH:3]=1.O.